Dataset: Forward reaction prediction with 1.9M reactions from USPTO patents (1976-2016). Task: Predict the product of the given reaction. (1) The product is: [F:1][C:2]1[CH:3]=[C:4]([CH:7]=[C:8]([N:10]2[CH2:16][CH2:15][CH2:14][C:13]3[O:17][C:18]([C:20]4[CH:25]=[N:26][CH:23]=[CH:22][N:21]=4)=[N:19][C:12]=3[CH2:11]2)[CH:9]=1)[C:5]#[N:6]. Given the reactants [F:1][C:2]1[CH:3]=[C:4]([CH:7]=[C:8]([N:10]2[CH2:16][CH2:15][CH2:14][C:13]3[O:17][C:18]([C:20]4[CH:25]=C[CH:23]=[CH:22][N:21]=4)=[N:19][C:12]=3[CH2:11]2)[CH:9]=1)[C:5]#[N:6].[N:26]1C=CC=CC=1C(O)=O, predict the reaction product. (2) The product is: [CH3:22][O:1][C:2]1[CH:3]=[N:4][C:5]2[C:10]([CH:11]=1)=[CH:9][C:8]([CH2:12][C:13]([O:15][C:16]([CH3:19])([CH3:18])[CH3:17])=[O:14])=[CH:7][CH:6]=2. Given the reactants [OH:1][C:2]1[CH:3]=[N:4][C:5]2[C:10]([CH:11]=1)=[CH:9][C:8]([CH2:12][C:13]([O:15][C:16]([CH3:19])([CH3:18])[CH3:17])=[O:14])=[CH:7][CH:6]=2.CO.[CH2:22](P(CCCC)CCCC)CCC.N(C(N1CCCCC1)=O)=NC(N1CCCCC1)=O, predict the reaction product. (3) Given the reactants Cl[C:2]1[C:11]2=[N:12][N:13](CC3C=CC(OC)=CC=3)[CH:14]=[C:10]2[C:9]2[CH:8]=[C:7]([O:24][CH3:25])[CH:6]=[CH:5][C:4]=2[N:3]=1.[NH2:26][C:27]1[CH:32]=[CH:31][C:30]([C:33]2[CH:38]=[CH:37][C:36]([C:39]([OH:41])=[O:40])=[CH:35][CH:34]=2)=[CH:29][CH:28]=1.Cl, predict the reaction product. The product is: [CH3:25][O:24][C:7]1[CH:6]=[CH:5][C:4]2[N:3]=[C:2]([NH:26][C:27]3[CH:28]=[CH:29][C:30]([C:33]4[CH:38]=[CH:37][C:36]([C:39]([OH:41])=[O:40])=[CH:35][CH:34]=4)=[CH:31][CH:32]=3)[C:11]3=[N:12][NH:13][CH:14]=[C:10]3[C:9]=2[CH:8]=1. (4) Given the reactants [CH2:1]([O:8][C:9]1[C:10]([CH2:15][NH:16][CH:17]=O)=[N:11][CH:12]=[CH:13][CH:14]=1)[C:2]1[CH:7]=[CH:6][CH:5]=[CH:4][CH:3]=1.P(Cl)(Cl)(Cl)=O.[OH-].[NH4+].C(OCC)(=O)C, predict the reaction product. The product is: [CH2:1]([O:8][C:9]1[C:10]2[N:11]([CH:17]=[N:16][CH:15]=2)[CH:12]=[CH:13][CH:14]=1)[C:2]1[CH:7]=[CH:6][CH:5]=[CH:4][CH:3]=1.